This data is from Reaction yield outcomes from USPTO patents with 853,638 reactions. The task is: Predict the reaction yield, written as a fraction of the theoretical maximum amount of product (1.0 means a 100% yield; for example, 0.34 means a 34% yield). (1) The reactants are [Cl:1][C:2]1[N:7]=[N:6][C:5]([NH:8][NH:9][C:10](=O)[C:11]([F:28])([F:27])[C:12]2[CH:13]=[C:14]3[C:19](=[CH:20][CH:21]=2)[N:18]=[CH:17][C:16]([O:22][CH2:23][CH2:24][O:25][CH3:26])=[CH:15]3)=[CH:4][CH:3]=1.COCCOC.C(Cl)Cl. The catalyst is Cl.CO. The product is [Cl:1][C:2]1[CH:3]=[CH:4][C:5]2[N:6]([C:10]([C:11]([F:28])([F:27])[C:12]3[CH:13]=[C:14]4[C:19](=[CH:20][CH:21]=3)[N:18]=[CH:17][C:16]([O:22][CH2:23][CH2:24][O:25][CH3:26])=[CH:15]4)=[N:9][N:8]=2)[N:7]=1. The yield is 0.562. (2) The catalyst is CCCCO. The yield is 0.970. The product is [CH:1]1([C:4]2[NH:8][N:7]=[C:6]([NH:9][C:10]3[C:17]([N+:18]([O-:20])=[O:19])=[CH:16][C:13]([C:14]#[N:15])=[C:12]([NH:31][C@H:29]([C:26]4[CH:27]=[CH:28][C:23]([F:22])=[CH:24][CH:25]=4)[CH3:30])[CH:11]=3)[CH:5]=2)[CH2:3][CH2:2]1. The reactants are [CH:1]1([C:4]2[NH:8][N:7]=[C:6]([NH:9][C:10]3[C:17]([N+:18]([O-:20])=[O:19])=[CH:16][C:13]([C:14]#[N:15])=[C:12](F)[CH:11]=3)[CH:5]=2)[CH2:3][CH2:2]1.[F:22][C:23]1[CH:28]=[CH:27][C:26]([C@@H:29]([NH2:31])[CH3:30])=[CH:25][CH:24]=1.CCN(C(C)C)C(C)C. (3) The reactants are [Si:1]([O:8][CH2:9][CH2:10][O:11][C:12]1[CH:13]=[C:14]([NH:25][CH:26]=[C:27]([C:33](OCC)=O)[C:28]([O:30][CH2:31][CH3:32])=[O:29])[CH:15]=[CH:16][C:17]=1[N:18]1[CH2:23][CH2:22][N:21]([CH3:24])[CH2:20][CH2:19]1)([C:4]([CH3:7])([CH3:6])[CH3:5])([CH3:3])[CH3:2].C(N(CC)CC)C.P(Cl)(Cl)([Cl:47])=O.C([O-])(O)=O.[Na+]. The catalyst is C1(C)C=CC=CC=1.C(#N)C. The product is [Si:1]([O:8][CH2:9][CH2:10][O:11][C:12]1[CH:13]=[C:14]2[C:15]([C:33]([Cl:47])=[C:27]([C:28]([O:30][CH2:31][CH3:32])=[O:29])[CH:26]=[N:25]2)=[CH:16][C:17]=1[N:18]1[CH2:23][CH2:22][N:21]([CH3:24])[CH2:20][CH2:19]1)([C:4]([CH3:5])([CH3:6])[CH3:7])([CH3:3])[CH3:2]. The yield is 0.290.